Dataset: Peptide-MHC class I binding affinity with 185,985 pairs from IEDB/IMGT. Task: Regression. Given a peptide amino acid sequence and an MHC pseudo amino acid sequence, predict their binding affinity value. This is MHC class I binding data. (1) The peptide sequence is QPRAPIRPI. The MHC is HLA-B07:02 with pseudo-sequence HLA-B07:02. The binding affinity (normalized) is 0.648. (2) The peptide sequence is YLGTALMGA. The MHC is HLA-A02:11 with pseudo-sequence HLA-A02:11. The binding affinity (normalized) is 1.00. (3) The peptide sequence is EYPSLKIYIA. The MHC is Mamu-A01 with pseudo-sequence Mamu-A01. The binding affinity (normalized) is 0. (4) The peptide sequence is EVATRFNTM. The MHC is HLA-A31:01 with pseudo-sequence HLA-A31:01. The binding affinity (normalized) is 0.0847. (5) The peptide sequence is GQWDGWVWL. The MHC is HLA-B58:01 with pseudo-sequence HLA-B58:01. The binding affinity (normalized) is 0.0847. (6) The peptide sequence is ATIPLFCAT. The MHC is Mamu-A20102 with pseudo-sequence Mamu-A20102. The binding affinity (normalized) is 0. (7) The peptide sequence is LIQDWIPPL. The MHC is HLA-A02:06 with pseudo-sequence HLA-A02:06. The binding affinity (normalized) is 0.631.